From a dataset of NCI-60 drug combinations with 297,098 pairs across 59 cell lines. Regression. Given two drug SMILES strings and cell line genomic features, predict the synergy score measuring deviation from expected non-interaction effect. (1) Drug 1: C1=CC(=CC=C1C#N)C(C2=CC=C(C=C2)C#N)N3C=NC=N3. Drug 2: CC1CCC2CC(C(=CC=CC=CC(CC(C(=O)C(C(C(=CC(C(=O)CC(OC(=O)C3CCCCN3C(=O)C(=O)C1(O2)O)C(C)CC4CCC(C(C4)OC)O)C)C)O)OC)C)C)C)OC. Cell line: U251. Synergy scores: CSS=1.98, Synergy_ZIP=-2.74, Synergy_Bliss=-4.41, Synergy_Loewe=-11.8, Synergy_HSA=-5.37. (2) Drug 1: CC1=C2C(C(=O)C3(C(CC4C(C3C(C(C2(C)C)(CC1OC(=O)C(C(C5=CC=CC=C5)NC(=O)OC(C)(C)C)O)O)OC(=O)C6=CC=CC=C6)(CO4)OC(=O)C)O)C)O. Drug 2: C(CC(=O)O)C(=O)CN.Cl. Cell line: SK-MEL-28. Synergy scores: CSS=12.3, Synergy_ZIP=-5.85, Synergy_Bliss=-5.52, Synergy_Loewe=-7.61, Synergy_HSA=-2.50. (3) Drug 1: C1=CC(=C2C(=C1NCCNCCO)C(=O)C3=C(C=CC(=C3C2=O)O)O)NCCNCCO. Drug 2: CCC(=C(C1=CC=CC=C1)C2=CC=C(C=C2)OCCN(C)C)C3=CC=CC=C3.C(C(=O)O)C(CC(=O)O)(C(=O)O)O. Cell line: MALME-3M. Synergy scores: CSS=32.5, Synergy_ZIP=11.5, Synergy_Bliss=11.7, Synergy_Loewe=-12.6, Synergy_HSA=10.3. (4) Drug 1: C1C(C(OC1N2C=C(C(=O)NC2=O)F)CO)O. Drug 2: C1C(C(OC1N2C=NC3=C(N=C(N=C32)Cl)N)CO)O. Cell line: HCC-2998. Synergy scores: CSS=47.0, Synergy_ZIP=-10.2, Synergy_Bliss=-14.5, Synergy_Loewe=-8.84, Synergy_HSA=-6.94. (5) Drug 1: CN(C(=O)NC(C=O)C(C(C(CO)O)O)O)N=O. Drug 2: C1C(C(OC1N2C=NC(=NC2=O)N)CO)O. Cell line: RPMI-8226. Synergy scores: CSS=29.1, Synergy_ZIP=-0.247, Synergy_Bliss=0.779, Synergy_Loewe=-25.7, Synergy_HSA=0.616.